This data is from Forward reaction prediction with 1.9M reactions from USPTO patents (1976-2016). The task is: Predict the product of the given reaction. (1) The product is: [CH2:1]([O:3][C:4](=[O:14])[C:19]1[CH:20]=[CH:21][C:16]([NH:15][CH:6]=[C:5]([C:4]([O:3][CH2:1][CH3:2])=[O:14])[S:10]([CH3:13])(=[O:11])=[O:12])=[CH:17][CH:18]=1)[CH3:2]. Given the reactants [CH2:1]([O:3][C:4](=[O:14])[C:5]([S:10]([CH3:13])(=[O:12])=[O:11])=[CH:6]OCC)[CH3:2].[NH2:15][C:16]1[CH:21]=[CH:20][CH:19]=[CH:18][CH:17]=1, predict the reaction product. (2) Given the reactants B(F)(F)F.CCOCC.[OH:10][C:11]1[C:20]([CH3:21])=[C:19]2[C:14]([CH:15]=[C:16]([NH:23][C:24](=[O:33])[O:25][CH2:26][C:27]3[CH:32]=[CH:31][CH:30]=[CH:29][CH:28]=3)[C:17](=[O:22])[O:18]2)=[CH:13][C:12]=1[O:34][CH2:35][CH2:36][CH3:37].ClC(Cl)(Cl)C(=N)O[C@H:42]1[C@@H:47]2[O:48][C:49](=[O:51])[O:50][C@@H:46]2[C@@H:45]([O:52][CH3:53])[C:44]([CH3:55])([CH3:54])[O:43]1.C(N(CC)CC)C, predict the reaction product. The product is: [CH3:53][O:52][C@H:45]1[C:44]([CH3:55])([CH3:54])[O:43][C@@H:42]([O:10][C:11]2[C:20]([CH3:21])=[C:19]3[C:14]([CH:15]=[C:16]([NH:23][C:24](=[O:33])[O:25][CH2:26][C:27]4[CH:32]=[CH:31][CH:30]=[CH:29][CH:28]=4)[C:17](=[O:22])[O:18]3)=[CH:13][C:12]=2[O:34][CH2:35][CH2:36][CH3:37])[C@@H:47]2[O:48][C:49](=[O:51])[O:50][C@H:46]12. (3) Given the reactants [Br:1][C:2]1[CH:3]=[CH:4][C:5]([OH:18])=[C:6]([C:8](=[O:17])/[CH:9]=[CH:10]/[C:11]2[CH:16]=[CH:15][N:14]=[CH:13][CH:12]=2)[CH:7]=1.[OH-].[Na+], predict the reaction product. The product is: [Br:1][C:2]1[CH:7]=[C:6]2[C:5](=[CH:4][CH:3]=1)[O:18][CH:10]([C:11]1[CH:12]=[CH:13][N:14]=[CH:15][CH:16]=1)[CH2:9][C:8]2=[O:17]. (4) Given the reactants CC(C)([O-:4])C.[K+].[F:7][C:8]1[CH:9]=[C:10]([S:14]([C:17]2[CH:18]=[C:19]3[C:24](=[CH:25][CH:26]=2)[C:23]([CH:27]=O)=[CH:22][CH:21]=[CH:20]3)(=[O:16])=[O:15])[CH:11]=[CH:12][CH:13]=1.[CH2:29]1[CH2:33][O:32][CH2:31][CH2:30]1, predict the reaction product. The product is: [CH2:33]([O:32][C:31](=[O:4])[CH:30]=[CH:27][C:23]1[C:24]2[C:19](=[CH:18][C:17]([S:14]([C:10]3[CH:11]=[CH:12][CH:13]=[C:8]([F:7])[CH:9]=3)(=[O:16])=[O:15])=[CH:26][CH:25]=2)[CH:20]=[CH:21][CH:22]=1)[CH3:29]. (5) Given the reactants [C:1]([C:3]1[C:11]2[C:6](=[CH:7][C:8]([O:13][CH:14]([F:16])[F:15])=[C:9]([F:12])[CH:10]=2)[N:5]([CH:17]2[CH2:20][CH2:19][CH2:18]2)[C:4]=1[C:21]1[N:26]=[CH:25][C:24]([S:27]([NH:30][C@@H:31]([CH3:36])[C:32]([F:35])([F:34])[F:33])(=[O:29])=[O:28])=[CH:23][CH:22]=1)#[N:2].[Br:37]Br.OS([O-])=O.[Na+], predict the reaction product. The product is: [Br:37][C:10]1[C:9]([F:12])=[C:8]([O:13][CH:14]([F:15])[F:16])[CH:7]=[C:6]2[C:11]=1[C:3]([C:1]#[N:2])=[C:4]([C:21]1[N:26]=[CH:25][C:24]([S:27]([NH:30][C@@H:31]([CH3:36])[C:32]([F:34])([F:35])[F:33])(=[O:28])=[O:29])=[CH:23][CH:22]=1)[N:5]2[CH:17]1[CH2:18][CH2:19][CH2:20]1. (6) The product is: [F:13][C:9]1[CH:8]=[C:3]2[C:4](=[O:6])[NH:47][N:48]=[C:35]3[C:36]4[C:2]2=[C:11]([NH:12][C:44]=4[CH2:45][N:33]([CH3:32])[CH2:34]3)[CH:10]=1. Given the reactants Br[C:2]1[C:11]([NH2:12])=[CH:10][C:9]([F:13])=[CH:8][C:3]=1[C:4]([O:6]C)=O.O=C1CC(=O)CN(C(OCC2C=CC=CC=2)=O)C1.[CH3:32][N:33]1[CH2:45][C:44]2NC3C=CC=C4C(=O)[NH:47][N:48]=[C:35]([C:36]=2C=34)[CH2:34]1, predict the reaction product. (7) Given the reactants O[C@@H:2]1[CH2:7][CH2:6][CH2:5][CH2:4][C@H:3]1[N:8]1[C:32](=[O:33])[C:11]2=[CH:12][N:13]([CH2:20][C:21]3[CH:26]=[CH:25][C:24]([N:27]4[CH:31]=[CH:30][CH:29]=[N:28]4)=[CH:23][CH:22]=3)[C:14]3[CH:15]=[CH:16][CH:17]=[CH:18][C:19]=3[C:10]2=[N:9]1.FC(F)(F)C(C(F)(F)F)(OS(OC(C(F)(F)F)(C(F)(F)F)C1C=CC=CC=1)(C1C=CC=CC=1)C1C=CC=CC=1)C1C=CC=CC=1.C(=O)(O)[O-].[Na+], predict the reaction product. The product is: [CH:3]1([N:8]2[C:32](=[O:33])[C:11]3=[CH:12][N:13]([CH2:20][C:21]4[CH:22]=[CH:23][C:24]([N:27]5[CH:31]=[CH:30][CH:29]=[N:28]5)=[CH:25][CH:26]=4)[C:14]4[CH:15]=[CH:16][CH:17]=[CH:18][C:19]=4[C:10]3=[N:9]2)[CH2:4][CH2:5][CH2:6][CH:7]=[CH:2]1. (8) Given the reactants S(=O)(=O)(O)O.[N+:6]([O-:9])(O)=[O:7].[CH:10]1[CH:15]=[CH:14][CH:13]=[CH:12][CH:11]=1, predict the reaction product. The product is: [N+:6]([C:10]1[CH:15]=[CH:14][CH:13]=[CH:12][CH:11]=1)([O-:9])=[O:7]. (9) Given the reactants [C:1]([N:8]1[CH:12]=[CH:11]N=[CH:9]1)(N1C=CN=C1)=[O:2].C(O)=O.C(NC[CH2:20][C:21]1[CH:26]=[CH:25][C:24]([OH:27])=[CH:23][CH:22]=1)C.CO, predict the reaction product. The product is: [CH:1]([N:8]([CH2:9][CH2:20][C:21]1[CH:26]=[CH:25][C:24]([OH:27])=[CH:23][CH:22]=1)[CH2:12][CH3:11])=[O:2].